This data is from Forward reaction prediction with 1.9M reactions from USPTO patents (1976-2016). The task is: Predict the product of the given reaction. (1) Given the reactants [Br:1][C:2]1[CH:3]=[C:4]2[C:9](=[CH:10][CH:11]=1)[CH:8]=[C:7]([OH:12])[CH:6]=[CH:5]2.C1(P(C2C=CC=CC=2)C2C=CC=CC=2)C=CC=CC=1.[N:32]1([CH2:38][CH2:39][CH2:40]O)[CH2:37][CH2:36][CH2:35][CH2:34][CH2:33]1.N(C(OC(C)C)=O)=NC(OC(C)C)=O, predict the reaction product. The product is: [Br:1][C:2]1[CH:3]=[C:4]2[C:9](=[CH:10][CH:11]=1)[CH:8]=[C:7]([O:12][CH2:40][CH2:39][CH2:38][N:32]1[CH2:37][CH2:36][CH2:35][CH2:34][CH2:33]1)[CH:6]=[CH:5]2. (2) Given the reactants [CH3:1][O:2][C:3](=[O:30])[C:4]1[CH:9]=[CH:8][C:7]([CH3:10])=[C:6]([N:11]2[C:16](=[O:17])[C:15]([Cl:18])=[C:14]([O:19][CH2:20][C:21]3[CH:26]=[CH:25][C:24](OC)=[CH:23][CH:22]=3)[N:13]=[C:12]2[CH3:29])[CH:5]=1.[F:31]C1C=CC(CBr)=CC=1.C(=O)([O-])[O-].[K+].[K+].C1OCCOCCOCCOCCOCCOC1, predict the reaction product. The product is: [CH3:1][O:2][C:3](=[O:30])[C:4]1[CH:9]=[CH:8][C:7]([CH3:10])=[C:6]([N:11]2[C:16](=[O:17])[C:15]([Cl:18])=[C:14]([O:19][CH2:20][C:21]3[CH:26]=[CH:25][C:24]([F:31])=[CH:23][CH:22]=3)[N:13]=[C:12]2[CH3:29])[CH:5]=1. (3) Given the reactants [Cl-].[Li+].[CH2:3]([O:10][C:11]1[C:18]([CH3:19])=[CH:17][C:14]([CH:15]=O)=[CH:13][C:12]=1[CH3:20])[C:4]1[CH:9]=[CH:8][CH:7]=[CH:6][CH:5]=1.C(OP([CH:29]1[C:33](=[O:34])[O:32][C:31]2([CH2:39][CH2:38][CH2:37][CH2:36][CH2:35]2)[O:30]1)(=O)OCC)C.CN(C)C(=N)N(C)C, predict the reaction product. The product is: [CH3:20][C:12]1[CH:13]=[C:14](/[CH:15]=[C:29]2\[C:33](=[O:34])[O:32][C:31]3([CH2:39][CH2:38][CH2:37][CH2:36][CH2:35]3)[O:30]\2)[CH:17]=[C:18]([CH3:19])[C:11]=1[O:10][CH2:3][C:4]1[CH:9]=[CH:8][CH:7]=[CH:6][CH:5]=1. (4) Given the reactants [N+:1]([CH3:4])([O-:3])=[O:2].[O:5]1[CH:9]=[CH:8][C:7]([CH:10]=O)=[CH:6]1.[OH-].[Na+].Cl, predict the reaction product. The product is: [O:5]1[CH:9]=[CH:8][C:7]([CH:10]=[CH:4][N+:1]([O-:3])=[O:2])=[CH:6]1.